This data is from Catalyst prediction with 721,799 reactions and 888 catalyst types from USPTO. The task is: Predict which catalyst facilitates the given reaction. (1) Reactant: [OH:1][C@H:2]1[CH2:6][CH2:5][N:4]([C:7]([O:9][C:10]([CH3:13])([CH3:12])[CH3:11])=[O:8])[CH2:3]1.[H-].[Na+].Cl[C:17]1[C:26]2[C:21](=[CH:22][CH:23]=[C:24]([F:27])[CH:25]=2)[CH:20]=[C:19]([Cl:28])[N:18]=1. Product: [Cl:28][C:19]1[N:18]=[C:17]([O:1][C@H:2]2[CH2:6][CH2:5][N:4]([C:7]([O:9][C:10]([CH3:13])([CH3:12])[CH3:11])=[O:8])[CH2:3]2)[C:26]2[C:21]([CH:20]=1)=[CH:22][CH:23]=[C:24]([F:27])[CH:25]=2. The catalyst class is: 49. (2) Reactant: [F:1][C:2]1[CH:20]=[CH:19][C:5]([CH2:6][N:7]2[C:15]3[C:10](=[N:11][CH:12]=[CH:13][CH:14]=3)[C:9]([C:16]([OH:18])=O)=[CH:8]2)=[CH:4][CH:3]=1.CN(C(ON1N=NC2C=CC=NC1=2)=[N+](C)C)C.F[P-](F)(F)(F)(F)F.Cl.[NH2:46][C@@H:47]1[CH2:51][CH2:50][CH2:49][C@H:48]1[OH:52].CCOC(C)=O. Product: [F:1][C:2]1[CH:3]=[CH:4][C:5]([CH2:6][N:7]2[C:15]3[C:10](=[N:11][CH:12]=[CH:13][CH:14]=3)[C:9]([C:16]([NH:46][C@@H:47]3[CH2:51][CH2:50][CH2:49][C@H:48]3[OH:52])=[O:18])=[CH:8]2)=[CH:19][CH:20]=1. The catalyst class is: 18. (3) Reactant: [O:1]=[S:2]1(=[O:50])[CH2:7][CH2:6][N:5]([CH2:8][CH2:9][NH:10][C@:11]23[CH2:46][CH2:45][C@@H:44]([CH:47]([CH3:49])[CH3:48])[C@@H:12]2[C@@H:13]2[C@@:26]([CH3:29])([CH2:27][CH2:28]3)[C@@:25]3([CH3:30])[C@@H:16]([C@:17]4([CH3:43])[C@@H:22]([CH2:23][CH2:24]3)[C:21]([CH3:32])([CH3:31])[C@@H:20]([C:33]3[CH:42]=[CH:41][C:36]([C:37]([O:39]C)=[O:38])=[CH:35][CH:34]=3)[CH2:19][CH2:18]4)[CH2:15][CH2:14]2)[CH2:4][CH2:3]1.[OH-].[Na+]. Product: [O:50]=[S:2]1(=[O:1])[CH2:7][CH2:6][N:5]([CH2:8][CH2:9][NH:10][C@:11]23[CH2:46][CH2:45][C@@H:44]([CH:47]([CH3:48])[CH3:49])[C@@H:12]2[C@@H:13]2[C@@:26]([CH3:29])([CH2:27][CH2:28]3)[C@@:25]3([CH3:30])[C@@H:16]([C@:17]4([CH3:43])[C@@H:22]([CH2:23][CH2:24]3)[C:21]([CH3:32])([CH3:31])[C@@H:20]([C:33]3[CH:34]=[CH:35][C:36]([C:37]([OH:39])=[O:38])=[CH:41][CH:42]=3)[CH2:19][CH2:18]4)[CH2:15][CH2:14]2)[CH2:4][CH2:3]1. The catalyst class is: 12.